This data is from Catalyst prediction with 721,799 reactions and 888 catalyst types from USPTO. The task is: Predict which catalyst facilitates the given reaction. (1) Reactant: [OH:1][N:2]=[C:3]([NH2:15])[C:4]1[CH:9]=[CH:8][C:7]([O:10][C:11]([F:14])([F:13])[F:12])=[CH:6][CH:5]=1.[CH3:16][C:17]1[NH:21][N:20]=[C:19]([C:22](O)=O)[N:18]=1.CCN=C=NCCCN(C)C.Cl.C1C=CC2N(O)N=NC=2C=1. Product: [CH3:16][C:17]1[NH:21][N:20]=[C:19]([C:22]2[O:1][N:2]=[C:3]([C:4]3[CH:5]=[CH:6][C:7]([O:10][C:11]([F:13])([F:12])[F:14])=[CH:8][CH:9]=3)[N:15]=2)[N:18]=1. The catalyst class is: 18. (2) Reactant: [CH:1]([C:4]1[C:12]2[C:7](=[CH:8][CH:9]=[C:10]([O:13][C:14]3[C:19]([C:20]([F:23])([F:22])[F:21])=[CH:18][C:17]([CH:24]=[CH:25][C:26](=[O:34])[CH2:27][CH2:28][C:29]([O:31][CH2:32][CH3:33])=[O:30])=[CH:16][C:15]=3[C:35]([F:38])([F:37])[F:36])[CH:11]=2)[NH:6][CH:5]=1)([CH3:3])[CH3:2]. Product: [CH:1]([C:4]1[C:12]2[C:7](=[CH:8][CH:9]=[C:10]([O:13][C:14]3[C:19]([C:20]([F:23])([F:22])[F:21])=[CH:18][C:17]([CH2:24][CH2:25][C:26](=[O:34])[CH2:27][CH2:28][C:29]([O:31][CH2:32][CH3:33])=[O:30])=[CH:16][C:15]=3[C:35]([F:38])([F:36])[F:37])[CH:11]=2)[NH:6][CH:5]=1)([CH3:2])[CH3:3]. The catalyst class is: 19. (3) Reactant: [C:1]([C:3](=[CH:13]OCC)[C:4]([NH:6][CH:7]1[CH2:12][CH2:11][CH2:10][CH2:9][CH2:8]1)=[O:5])#[N:2].Cl.[NH:18]([C:20]1[CH:21]=[C:22]([CH:27]=[CH:28][CH:29]=1)[C:23]([O:25][CH3:26])=[O:24])[NH2:19].CCN(C(C)C)C(C)C.CCOCC. Product: [NH2:2][C:1]1[N:18]([C:20]2[CH:21]=[C:22]([CH:27]=[CH:28][CH:29]=2)[C:23]([O:25][CH3:26])=[O:24])[N:19]=[CH:13][C:3]=1[C:4](=[O:5])[NH:6][CH:7]1[CH2:12][CH2:11][CH2:10][CH2:9][CH2:8]1. The catalyst class is: 8. (4) Reactant: [CH2:1]([O:8][C:9]([N:11]1[CH2:16][C@H:15]([O:17][Si](C(C)(C)C)(C)C)[CH2:14][C@H:13]([O:25][C:26](=[O:33])[C:27]2[CH:32]=[CH:31][CH:30]=[CH:29][CH:28]=2)[CH2:12]1)=[O:10])[C:2]1[CH:7]=[CH:6][CH:5]=[CH:4][CH:3]=1.[F-].C([N+](CCCC)(CCCC)CCCC)CCC.O. Product: [CH2:1]([O:8][C:9]([N:11]1[CH2:16][C@H:15]([OH:17])[CH2:14][C@H:13]([O:25][C:26](=[O:33])[C:27]2[CH:32]=[CH:31][CH:30]=[CH:29][CH:28]=2)[CH2:12]1)=[O:10])[C:2]1[CH:7]=[CH:6][CH:5]=[CH:4][CH:3]=1. The catalyst class is: 1. (5) Reactant: [C:1]([O:5][C:6]([NH:8][CH2:9][C:10]1[CH:11]=[CH:12][C:13]([C:16]([OH:18])=O)=[N:14][CH:15]=1)=[O:7])([CH3:4])([CH3:3])[CH3:2].Cl.CN.O[N:23]1[C:27]2C=CC=CC=2N=N1.Cl.CN(C)CCCN=C=NCC. Product: [CH3:27][NH:23][C:16]([C:13]1[N:14]=[CH:15][C:10]([CH2:9][NH:8][C:6](=[O:7])[O:5][C:1]([CH3:2])([CH3:3])[CH3:4])=[CH:11][CH:12]=1)=[O:18]. The catalyst class is: 338.